From a dataset of Reaction yield outcomes from USPTO patents with 853,638 reactions. Predict the reaction yield, written as a fraction of the theoretical maximum amount of product (1.0 means a 100% yield; for example, 0.34 means a 34% yield). (1) The catalyst is C(#N)C. The yield is 0.580. The product is [CH3:1][N:2]([C:7]1[N:12]=[C:11]([C:13]2[CH:18]=[CH:17][C:16]([F:19])=[CH:15][CH:14]=2)[C:10](/[CH:20]=[CH:21]/[C@H:22]2[O:27][C:26](=[O:41])[CH2:28][C@H:24]([OH:25])[CH2:23]2)=[C:9]([CH:37]([CH3:39])[CH3:38])[N:8]=1)[S:3]([CH3:6])(=[O:4])=[O:5]. The reactants are [CH3:1][N:2]([C:7]1[N:12]=[C:11]([C:13]2[CH:18]=[CH:17][C:16]([F:19])=[CH:15][CH:14]=2)[C:10](/[CH:20]=[CH:21]/[C@H:22]2[O:27][C:26](C)([CH3:28])[O:25][C@@H:24](CC(N(OC)C)=O)[CH2:23]2)=[C:9]([CH:37]([CH3:39])[CH3:38])[N:8]=1)[S:3]([CH3:6])(=[O:5])=[O:4].[N+]([O-])(O)=[O:41]. (2) The reactants are [CH3:1][C:2]1[CH:10]=[C:9]2[C:5]([C:6]([C:11]([OH:13])=O)=[CH:7][NH:8]2)=[CH:4][CH:3]=1.[Cl:14][C:15]1[C:20]([O:21][C:22]2[N:27]=[CH:26][C:25]([NH2:28])=[CH:24][CH:23]=2)=[CH:19][CH:18]=[CH:17][N:16]=1.CN(C(ON1N=NC2C=CC=CC1=2)=[N+](C)C)C.F[P-](F)(F)(F)(F)F.C(N(CC)CC)C. The catalyst is CN(C=O)C. The product is [Cl:14][C:15]1[C:20]([O:21][C:22]2[N:27]=[CH:26][C:25]([NH:28][C:11]([C:6]3[C:5]4[C:9](=[CH:10][C:2]([CH3:1])=[CH:3][CH:4]=4)[NH:8][CH:7]=3)=[O:13])=[CH:24][CH:23]=2)=[CH:19][CH:18]=[CH:17][N:16]=1. The yield is 0.340. (3) The reactants are C1C=CC=CC=1.[CH2:7]([OH:10])[CH2:8][OH:9].[CH3:11][C:12]1[CH:31]=[CH:30][C:29]([CH3:32])=[CH:28][C:13]=1[O:14][CH2:15][C:16]1[CH:21]=[CH:20][CH:19]=[CH:18][C:17]=1[C:22](=[N:25][O:26][CH3:27])[CH:23]=O. The catalyst is [Cl-].[Na+].O.O.C1(C)C=CC(S(O)(=O)=O)=CC=1. The product is [CH3:27][O:26][N:25]=[C:22]([CH:23]1[O:10][CH2:7][CH2:8][O:9]1)[C:17]1[CH:18]=[CH:19][CH:20]=[CH:21][C:16]=1[CH2:15][O:14][C:13]1[CH:28]=[C:29]([CH3:32])[CH:30]=[CH:31][C:12]=1[CH3:11]. The yield is 0.879.